Dataset: Forward reaction prediction with 1.9M reactions from USPTO patents (1976-2016). Task: Predict the product of the given reaction. Given the reactants C[C@@H]([NH2:11])[C@@H:3]([OH:10])[C:4]1[CH:9]=[CH:8][CH:7]=[CH:6][CH:5]=1.C(N)C1C=CC=CC=1.[C:20]([O-:25])(=[O:24])[C:21]([CH3:23])=O, predict the reaction product. The product is: [CH:3](=[O:10])[C:4]1[CH:9]=[CH:8][CH:7]=[CH:6][CH:5]=1.[NH2:11][C@H:21]([C:20]([OH:25])=[O:24])[CH3:23].